Predict the reactants needed to synthesize the given product. From a dataset of Full USPTO retrosynthesis dataset with 1.9M reactions from patents (1976-2016). (1) Given the product [CH3:27][C:26]1[C:17]([NH:16][C:2]2[C:7]([C:8]3[CH:9]=[C:10]([NH:14][CH3:15])[N:11]=[CH:12][N:13]=3)=[CH:6][CH:5]=[CH:4][N:3]=2)=[C:18]2[C:23](=[CH:24][CH:25]=1)[C:22](=[O:28])[NH:21][CH:20]=[CH:19]2, predict the reactants needed to synthesize it. The reactants are: Cl[C:2]1[C:7]([C:8]2[N:13]=[CH:12][N:11]=[C:10]([NH:14][CH3:15])[CH:9]=2)=[CH:6][CH:5]=[CH:4][N:3]=1.[NH2:16][C:17]1[C:26]([CH3:27])=[CH:25][CH:24]=[C:23]2[C:18]=1[CH:19]=[CH:20][NH:21][C:22]2=[O:28].C1(P(C2CCCCC2)C2C=CC=CC=2C2C=CC=CC=2N(C)C)CCCCC1. (2) Given the product [C:1]([NH:9][C:10]1[N:15]=[CH:14][N:13]=[C:12]2[N:16]([C@@H:19]3[O:23][C@H:22](/[CH:24]=[CH:25]/[P:26](=[O:27])([OH:30])[OH:33])[C@@H:21]([OH:34])[C@H:20]3[OH:35])[N:17]=[CH:18][C:11]=12)(=[O:8])[C:2]1[CH:3]=[CH:4][CH:5]=[CH:6][CH:7]=1, predict the reactants needed to synthesize it. The reactants are: [C:1]([NH:9][C:10]1[N:15]=[CH:14][N:13]=[C:12]2[N:16]([C@@H:19]3[O:23][C@H:22](/[CH:24]=[CH:25]/[P:26](=[O:33])([O:30]CC)[O:27]CC)[C@@H:21]([OH:34])[C@H:20]3[OH:35])[N:17]=[CH:18][C:11]=12)(=[O:8])[C:2]1[CH:7]=[CH:6][CH:5]=[CH:4][CH:3]=1.N1C(C)=CC=CC=1C.[Si](I)(C)(C)C. (3) Given the product [F:19][C:16]1[C:17]([CH3:18])=[C:12]([C:10]2[CH:9]=[C:8]3[C:3]([CH:4]=[C:5]([NH:20][C:21](=[O:27])[O:22][C:23]([CH3:26])([CH3:25])[CH3:24])[N:6]=[CH:7]3)=[C:2]([CH3:28])[N:11]=2)[CH:13]=[N:14][CH:15]=1, predict the reactants needed to synthesize it. The reactants are: Cl[C:2]1[N:11]=[C:10]([C:12]2[CH:13]=[N:14][CH:15]=[C:16]([F:19])[C:17]=2[CH3:18])[CH:9]=[C:8]2[C:3]=1[CH:4]=[C:5]([NH:20][C:21](=[O:27])[O:22][C:23]([CH3:26])([CH3:25])[CH3:24])[N:6]=[CH:7]2.[CH3:28]B1OB(C)OB(C)O1.C(=O)([O-])[O-].[K+].[K+]. (4) Given the product [Cl:3][C:4]1[CH:16]=[C:15]([C:17]([F:18])([F:20])[F:19])[CH:14]=[CH:13][C:5]=1[O:6][CH2:7][C:8]([OH:10])=[O:9], predict the reactants needed to synthesize it. The reactants are: [OH-].[Na+].[Cl:3][C:4]1[CH:16]=[C:15]([C:17]([F:20])([F:19])[F:18])[CH:14]=[CH:13][C:5]=1[O:6][CH2:7][C:8]([O:10]CC)=[O:9]. (5) Given the product [CH3:8][C:6]1[C:5]2[C:9]([N:31]3[CH2:32][CH2:33][O:34][CH2:35][CH2:36]3)=[N:10][NH:11][C:4]=2[CH:3]=[C:2]([NH:48][C:49](=[O:50])[NH2:51])[N:7]=1, predict the reactants needed to synthesize it. The reactants are: Cl[C:2]1[N:7]=[C:6]([CH3:8])[C:5]2[C:9]([N:31]3[CH2:36][CH2:35][O:34][CH2:33][CH2:32]3)=[N:10][N:11](C(C3C=CC=CC=3)(C3C=CC=CC=3)C3C=CC=CC=3)[C:4]=2[CH:3]=1.FC1C=CC([C@H]([NH:48][C:49]([NH2:51])=[O:50])[C@H](O)C)=CC=1.C(=O)([O-])[O-].[Cs+].[Cs+].C([SiH](CC)CC)C. (6) Given the product [CH:29]1([CH2:34][C:35]([NH:19][C:15]2[CH:14]=[C:13]([N:10]3[CH:11]=[N:12][C:8]([NH:7][C:1]4[CH:2]=[CH:3][CH:4]=[CH:5][CH:6]=4)=[N:9]3)[CH:18]=[CH:17][N:16]=2)=[O:36])[CH2:33][CH2:32][CH2:31][CH2:30]1, predict the reactants needed to synthesize it. The reactants are: [C:1]1([NH:7][C:8]2[N:12]=[CH:11][N:10]([C:13]3[CH:18]=[CH:17][N:16]=[C:15]([NH2:19])[CH:14]=3)[N:9]=2)[CH:6]=[CH:5][CH:4]=[CH:3][CH:2]=1.CCN(C(C)C)C(C)C.[CH:29]1([CH2:34][C:35](Cl)=[O:36])[CH2:33][CH2:32][CH2:31][CH2:30]1.